Dataset: Reaction yield outcomes from USPTO patents with 853,638 reactions. Task: Predict the reaction yield, written as a fraction of the theoretical maximum amount of product (1.0 means a 100% yield; for example, 0.34 means a 34% yield). (1) The reactants are [C:1]([C:3]1[CH:4]=[C:5]([NH:9][C:10]([C:12]2[N:16]([CH3:17])[N:15]=[C:14]([CH3:18])[CH:13]=2)=[O:11])[CH:6]=[CH:7][CH:8]=1)#[CH:2].Br[C:20]1[CH:21]=[N:22][CH:23]=[C:24]([CH:28]=1)[C:25]([OH:27])=[O:26].CCN(CC)CC. The catalyst is CN(C=O)C.CCOC(C)=O.Cl[Pd](Cl)([P](C1C=CC=CC=1)(C1C=CC=CC=1)C1C=CC=CC=1)[P](C1C=CC=CC=1)(C1C=CC=CC=1)C1C=CC=CC=1.[Cu]I. The product is [CH3:17][N:16]1[C:12]([C:10]([NH:9][C:5]2[CH:4]=[C:3]([C:1]#[C:2][C:20]3[CH:21]=[N:22][CH:23]=[C:24]([CH:28]=3)[C:25]([OH:27])=[O:26])[CH:8]=[CH:7][CH:6]=2)=[O:11])=[CH:13][C:14]([CH3:18])=[N:15]1. The yield is 0.120. (2) The product is [F:11][C:12]1[CH:17]=[C:16]([O:18][CH3:19])[CH:15]=[C:14]([F:20])[C:13]=1[C:2]1[S:3][CH:4]=[C:5]([C:7]([O:9][CH3:10])=[O:8])[N:6]=1. The catalyst is O1CCCC1.O.C1C=CC(/C=C/C(/C=C/C2C=CC=CC=2)=O)=CC=1.C1C=CC(/C=C/C(/C=C/C2C=CC=CC=2)=O)=CC=1.C1C=CC(/C=C/C(/C=C/C2C=CC=CC=2)=O)=CC=1.[Pd].[Pd]. The yield is 0.740. The reactants are Br[C:2]1[S:3][CH:4]=[C:5]([C:7]([O:9][CH3:10])=[O:8])[N:6]=1.[F:11][C:12]1[CH:17]=[C:16]([O:18][CH3:19])[CH:15]=[C:14]([F:20])[C:13]=1B(O)O.[F-].[K+].C(P(C(C)(C)C)C(C)(C)C)(C)(C)C. (3) The reactants are C([O:8][C:9]1[CH:10]=[CH:11][C:12]([C:16]2[CH2:25][CH2:24][C:19]3([O:23][CH2:22][CH2:21][O:20]3)[CH2:18][CH:17]=2)=[C:13]([OH:15])[CH:14]=1)C1C=CC=CC=1.O1CCCC1.C(O)C. The catalyst is ClCCl.[Pd]. The product is [O:20]1[C:19]2([CH2:24][CH2:25][CH:16]([C:12]3[CH:11]=[CH:10][C:9]([OH:8])=[CH:14][C:13]=3[OH:15])[CH2:17][CH2:18]2)[O:23][CH2:22][CH2:21]1. The yield is 0.950. (4) The yield is 0.960. The reactants are [NH2:1][C:2]1[C:7]([NH2:8])=[CH:6][C:5]([Br:9])=[CH:4][N:3]=1.[CH:10](O)=O. No catalyst specified. The product is [Br:9][C:5]1[CH:6]=[C:7]2[N:8]=[CH:10][NH:1][C:2]2=[N:3][CH:4]=1. (5) The reactants are [NH2:1][C@@H:2]1[C@@H:8]([O:9][CH2:10][C:11]2[CH:16]=[CH:15][C:14]([O:17][CH3:18])=[CH:13][CH:12]=2)[C@H:7]([O:19][CH2:20][C:21]2[CH:26]=[CH:25][C:24]([O:27][CH3:28])=[CH:23][CH:22]=2)[C@@H:6]([CH2:29][O:30][CH2:31][C:32]2[CH:37]=[CH:36][C:35]([O:38][CH3:39])=[CH:34][CH:33]=2)[O:5][CH:3]1[OH:4].C(N(C(C)C)CC)(C)C.[F:49][C:50]([F:55])([F:54])[C:51](O)=[O:52].C(=O)([O-])O.[Na+]. The catalyst is C(Cl)(Cl)Cl.C(OCC)(=O)C. The product is [CH3:18][O:17][C:14]1[CH:15]=[CH:16][C:11]([CH2:10][O:9][C@H:8]2[C@H:7]([O:19][CH2:20][C:21]3[CH:26]=[CH:25][C:24]([O:27][CH3:28])=[CH:23][CH:22]=3)[C@@H:6]([CH2:29][O:30][CH2:31][C:32]3[CH:33]=[CH:34][C:35]([O:38][CH3:39])=[CH:36][CH:37]=3)[O:5][CH:3]([OH:4])[C@@H:2]2[NH:1][C:51](=[O:52])[C:50]([F:55])([F:54])[F:49])=[CH:12][CH:13]=1. The yield is 0.770. (6) The catalyst is C(Cl)Cl.CN(C1C=CN=CC=1)C. The reactants are N#N.CCN=C=NCCCN(C)C.Cl.CCN(CC)CC.[CH3:22][O:23][C:24]1[CH:25]=[C:26]([CH2:34][CH2:35][C:36]([OH:38])=O)[CH:27]=[C:28]([O:32][CH3:33])[C:29]=1[O:30][CH3:31].[CH2:39]([O:41][C:42]([CH2:44][N:45]1[CH2:50][CH2:49][NH:48][CH2:47][CH2:46]1)=[O:43])[CH3:40]. The yield is 0.830. The product is [CH2:39]([O:41][C:42](=[O:43])[CH2:44][N:45]1[CH2:50][CH2:49][N:48]([C:36](=[O:38])[CH2:35][CH2:34][C:26]2[CH:27]=[C:28]([O:32][CH3:33])[C:29]([O:30][CH3:31])=[C:24]([O:23][CH3:22])[CH:25]=2)[CH2:47][CH2:46]1)[CH3:40]. (7) The reactants are [Br:1][C:2]1[CH:3]=[C:4]2[C:8](=[CH:9][CH:10]=1)[NH:7][C:6](=[O:11])[CH2:5]2.[CH2:12]([N:14]([CH2:32][CH3:33])[CH2:15][CH2:16][CH2:17][NH:18][C:19]([C:21]1[NH:22][C:23]([CH:30]=O)=[C:24]2[C:29]=1[CH2:28][CH2:27][CH2:26][CH2:25]2)=[O:20])[CH3:13]. The yield is 0.460. No catalyst specified. The product is [CH2:32]([N:14]([CH2:12][CH3:13])[CH2:15][CH2:16][CH2:17][NH:18][C:19]([C:21]1[NH:22][C:23]([CH:30]=[C:5]2[C:4]3[C:8](=[CH:9][CH:10]=[C:2]([Br:1])[CH:3]=3)[NH:7][C:6]2=[O:11])=[C:24]2[C:29]=1[CH2:28][CH2:27][CH2:26][CH2:25]2)=[O:20])[CH3:33]. (8) The reactants are C(OC([NH:8][CH2:9][CH2:10][CH2:11][O:12][C:13]1[N:18]=[C:17]([O:19][C:20]2[CH:21]=[C:22]([CH3:34])[C:23]3[CH:27]([CH2:28][C:29]([OH:31])=[O:30])[O:26][B:25]([OH:32])[C:24]=3[CH:33]=2)[CH:16]=[CH:15][N:14]=1)=O)(C)(C)C. The catalyst is Cl.O1CCOCC1. The product is [NH2:8][CH2:9][CH2:10][CH2:11][O:12][C:13]1[N:18]=[C:17]([O:19][C:20]2[CH:21]=[C:22]([CH3:34])[C:23]3[CH:27]([CH2:28][C:29]([OH:31])=[O:30])[O:26][B:25]([OH:32])[C:24]=3[CH:33]=2)[CH:16]=[CH:15][N:14]=1. The yield is 0.420. (9) The reactants are [Cl:1][C:2]1[CH:16]=[CH:15][C:14](/[CH:17]=[CH:18]/[CH2:19]O)=[CH:13][C:3]=1[O:4][CH2:5][C:6]([O:8]C(C)(C)C)=[O:7].C([N:23]([CH2:26][CH3:27])[CH2:24][CH3:25])C.CS(Cl)(=O)=O.[C:33](O)(=O)[CH2:34][C:35]([CH2:40][C:41](O)=O)([C:37]([OH:39])=O)O.[Br-].[Li+].[CH3:48][C:49](C)([O-])C.[K+]. The catalyst is O1CCCC1.[OH-].[Na+].CO.O. The product is [Cl:1][C:2]1[CH:16]=[CH:15][C:14](/[CH:17]=[CH:18]/[CH2:19][N:23]2[CH:24]=[CH:25][CH:27]=[C:26]2[C:37](=[O:39])[C:35]2[CH:34]=[CH:33][C:48]([CH3:49])=[CH:41][CH:40]=2)=[CH:13][C:3]=1[O:4][CH2:5][C:6]([OH:8])=[O:7]. The yield is 0.600.